Dataset: NCI-60 drug combinations with 297,098 pairs across 59 cell lines. Task: Regression. Given two drug SMILES strings and cell line genomic features, predict the synergy score measuring deviation from expected non-interaction effect. Drug 1: C1C(C(OC1N2C=NC3=C(N=C(N=C32)Cl)N)CO)O. Drug 2: C1CN(CCN1C(=O)CCBr)C(=O)CCBr. Cell line: MCF7. Synergy scores: CSS=13.1, Synergy_ZIP=-4.92, Synergy_Bliss=-3.95, Synergy_Loewe=-3.67, Synergy_HSA=-2.16.